Regression. Given a peptide amino acid sequence and an MHC pseudo amino acid sequence, predict their binding affinity value. This is MHC class I binding data. From a dataset of Peptide-MHC class I binding affinity with 185,985 pairs from IEDB/IMGT. (1) The peptide sequence is RRDYRRGL. The MHC is HLA-A03:01 with pseudo-sequence HLA-A03:01. The binding affinity (normalized) is 0. (2) The peptide sequence is SIFFDYMAI. The MHC is HLA-B14:02 with pseudo-sequence HLA-B14:02. The binding affinity (normalized) is 0.213. (3) The peptide sequence is AYIDNYNKF. The MHC is HLA-B40:01 with pseudo-sequence HLA-B40:01. The binding affinity (normalized) is 0.218. (4) The MHC is HLA-B40:01 with pseudo-sequence HLA-B40:01. The peptide sequence is ALRSRWRAL. The binding affinity (normalized) is 0.0847. (5) The peptide sequence is QMTSTFIML. The MHC is HLA-B15:01 with pseudo-sequence HLA-B15:01. The binding affinity (normalized) is 0.0466. (6) The peptide sequence is LVGGREWSY. The MHC is HLA-B07:02 with pseudo-sequence HLA-B07:02. The binding affinity (normalized) is 0.0847.